Predict which catalyst facilitates the given reaction. From a dataset of Catalyst prediction with 721,799 reactions and 888 catalyst types from USPTO. (1) Reactant: [Br:1][C:2]1[CH:7]=[CH:6][C:5]([NH:8][C:9]2[C:10]([C:17](O)=[O:18])=[CH:11][N:12]([CH3:16])[C:13](=[O:15])[CH:14]=2)=[C:4]([F:20])[CH:3]=1.CC[N:23]=C=NCCCN(C)C.Cl.C1C=CC2N(O)N=NC=2C=1.[NH4+].[Cl-].CCN(CC)CC. Product: [Br:1][C:2]1[CH:7]=[CH:6][C:5]([NH:8][C:9]2[C:10]([C:17]([NH2:23])=[O:18])=[CH:11][N:12]([CH3:16])[C:13](=[O:15])[CH:14]=2)=[C:4]([F:20])[CH:3]=1. The catalyst class is: 31. (2) Reactant: Cl.Cl.[NH2:3][C:4]1[C:5]([CH3:16])=[N:6][N:7]([C:10]2[CH:15]=[CH:14][CH:13]=[CH:12][CH:11]=2)[C:8]=1[NH2:9].S([O-])([O-])=O.[Na+].[Na+].N.[CH3:24][O:25][C:26]1[CH:33]=[CH:32][C:29]([CH:30]=O)=[CH:28][CH:27]=1. Product: [CH3:16][C:5]1[C:4]([N:3]=[CH:30][C:29]2[CH:32]=[CH:33][C:26]([O:25][CH3:24])=[CH:27][CH:28]=2)=[C:8]([NH2:9])[N:7]([C:10]2[CH:15]=[CH:14][CH:13]=[CH:12][CH:11]=2)[N:6]=1. The catalyst class is: 657. (3) Reactant: [H-].[Na+].[F:3][C:4]1[CH:9]=[CH:8][CH:7]=[C:6]([C:10]2[NH:11][CH:12]=[CH:13][N:14]=2)[N:5]=1.[CH2:15]([N:18]1[C:22]2[CH:23]=[CH:24][C:25]([C:27]#[N:28])=[CH:26][C:21]=2[N:20]=[C:19]1[CH2:29]Cl)[CH2:16][CH3:17].[I-].[Na+]. Product: [CH2:15]([N:18]1[C:22]2[CH:23]=[CH:24][C:25]([C:27]#[N:28])=[CH:26][C:21]=2[N:20]=[C:19]1[CH2:29][N:11]1[CH:12]=[CH:13][N:14]=[C:10]1[C:6]1[N:5]=[C:4]([F:3])[CH:9]=[CH:8][CH:7]=1)[CH2:16][CH3:17]. The catalyst class is: 18.